This data is from Reaction yield outcomes from USPTO patents with 853,638 reactions. The task is: Predict the reaction yield, written as a fraction of the theoretical maximum amount of product (1.0 means a 100% yield; for example, 0.34 means a 34% yield). (1) The reactants are [C:1]([C:3]1[C:11]2[C:6](=[CH:7][C:8]([C:12]([O:14]C)=[O:13])=[CH:9][CH:10]=2)[NH:5][N:4]=1)#[N:2].[OH-].[Li+]. The catalyst is CO.O1CCCC1. The product is [C:1]([C:3]1[C:11]2[C:6](=[CH:7][C:8]([C:12]([OH:14])=[O:13])=[CH:9][CH:10]=2)[NH:5][N:4]=1)#[N:2]. The yield is 0.370. (2) The reactants are [CH3:1][O:2][C:3]1[CH:4]=[C:5]2[C:10](=[CH:11][C:12]=1[O:13][CH3:14])[N:9]=[CH:8][CH:7]=[C:6]2[O:15][C:16]1[CH:22]=[CH:21][C:19]([NH2:20])=[C:18]([N+:23]([O-:25])=[O:24])[CH:17]=1.C(N(CC)CC)C.ClC(Cl)(O[C:37](=[O:43])OC(Cl)(Cl)Cl)Cl.[CH:45]([N:48]([CH:52]([CH3:54])[CH3:53])[CH2:49][CH2:50][NH2:51])([CH3:47])[CH3:46]. The catalyst is C(Cl)(Cl)Cl.O. The product is [CH:45]([N:48]([CH:52]([CH3:54])[CH3:53])[CH2:49][CH2:50][NH:51][C:37]([NH:20][C:19]1[CH:21]=[CH:22][C:16]([O:15][C:6]2[C:5]3[C:10](=[CH:11][C:12]([O:13][CH3:14])=[C:3]([O:2][CH3:1])[CH:4]=3)[N:9]=[CH:8][CH:7]=2)=[CH:17][C:18]=1[N+:23]([O-:25])=[O:24])=[O:43])([CH3:47])[CH3:46]. The yield is 0.700. (3) The reactants are [C:1]1([S:7]([C:10]([CH:20]2[CH2:32][C:23]3[NH:24][C:25]4[CH:26]=[CH:27][C:28]([Cl:31])=[CH:29][C:30]=4[C:22]=3[CH2:21]2)([F:19])[C:11]2[O:15][N:14]=[C:13]([C:16]([NH2:18])=O)[N:12]=2)(=[O:9])=[O:8])[CH:6]=[CH:5][CH:4]=[CH:3][CH:2]=1.P(Cl)(Cl)(Cl)=O. The catalyst is C(#N)C. The product is [C:1]1([S:7]([C:10]([CH:20]2[CH2:32][C:23]3[NH:24][C:25]4[CH:26]=[CH:27][C:28]([Cl:31])=[CH:29][C:30]=4[C:22]=3[CH2:21]2)([F:19])[C:11]2[O:15][N:14]=[C:13]([C:16]#[N:18])[N:12]=2)(=[O:9])=[O:8])[CH:2]=[CH:3][CH:4]=[CH:5][CH:6]=1. The yield is 0.120. (4) The reactants are [NH:1]1[CH2:4][CH:3]([O:5][C:6]2[CH:19]=[CH:18][C:9]([CH2:10][N:11]3[CH2:16][CH2:15][N:14]([CH3:17])[CH2:13][CH2:12]3)=[C:8]([F:20])[CH:7]=2)[CH2:2]1.[C:21]1([C:27]2[O:31][C:30]([C:32](OCC)=[O:33])=[N:29][N:28]=2)[CH:26]=[CH:25][CH:24]=[CH:23][CH:22]=1. No catalyst specified. The product is [F:20][C:8]1[CH:7]=[C:6]([O:5][CH:3]2[CH2:4][N:1]([C:32]([C:30]3[O:31][C:27]([C:21]4[CH:22]=[CH:23][CH:24]=[CH:25][CH:26]=4)=[N:28][N:29]=3)=[O:33])[CH2:2]2)[CH:19]=[CH:18][C:9]=1[CH2:10][N:11]1[CH2:12][CH2:13][N:14]([CH3:17])[CH2:15][CH2:16]1. The yield is 0.410. (5) The reactants are [OH:1][C:2]1[CH:9]=[CH:8][CH:7]=[C:6]([N+:10]([O-:12])=[O:11])[C:3]=1[C:4]#[N:5].C([O-])([O-])=O.[Cs+].[Cs+].[CH2:19](Br)[C:20]1[CH:25]=[CH:24][CH:23]=[CH:22][CH:21]=1. The catalyst is CC(C)=O. The product is [N+:10]([C:6]1[CH:7]=[CH:8][CH:9]=[C:2]([O:1][CH2:19][C:20]2[CH:25]=[CH:24][CH:23]=[CH:22][CH:21]=2)[C:3]=1[C:4]#[N:5])([O-:12])=[O:11]. The yield is 0.320. (6) The reactants are [C:1]1([C:7]2([CH2:12][CH2:13][CH2:14][C:15]3[CH2:19][C:18](=[O:20])[NH:17][N:16]=3)OCCO2)[CH:6]=[CH:5][CH:4]=[CH:3][CH:2]=1.ClB(Cl)Cl. The catalyst is C(#N)C. The product is [C:1]1([C:7]2[N:16]3[N:17]=[C:18]([OH:20])[CH:19]=[C:15]3[CH2:14][CH2:13][CH:12]=2)[CH:6]=[CH:5][CH:4]=[CH:3][CH:2]=1. The yield is 0.600.